Dataset: Reaction yield outcomes from USPTO patents with 853,638 reactions. Task: Predict the reaction yield, written as a fraction of the theoretical maximum amount of product (1.0 means a 100% yield; for example, 0.34 means a 34% yield). (1) The reactants are [CH2:1]([O:8][C:9](=[O:22])[NH:10][CH2:11][CH2:12][CH2:13][CH2:14][C:15]1[CH:20]=[CH:19][C:18]([OH:21])=[CH:17][CH:16]=1)[C:2]1[CH:7]=[CH:6][CH:5]=[CH:4][CH:3]=1.Br[CH2:24][CH2:25][CH2:26][C:27]#[N:28].C(=O)([O-])[O-].[K+].[K+]. The catalyst is CN(C=O)C. The product is [CH2:1]([O:8][C:9](=[O:22])[NH:10][CH2:11][CH2:12][CH2:13][CH2:14][C:15]1[CH:20]=[CH:19][C:18]([O:21][CH2:24][CH2:25][CH2:26][C:27]#[N:28])=[CH:17][CH:16]=1)[C:2]1[CH:7]=[CH:6][CH:5]=[CH:4][CH:3]=1. The yield is 0.750. (2) The reactants are [Br:1][C:2]1[CH:3]=[CH:4][C:5]2[CH:9]=[CH:8][S:7][C:6]=2[CH:10]=1.CC1(C)C(C)(C)OB([C:19]2[CH:24]=[CH:23][C:22]([C:25]3[NH:29][C:28]([C@@H:30]4[CH2:34][CH2:33][CH2:32][N:31]4[C:35]([O:37][C:38]([CH3:41])([CH3:40])[CH3:39])=[O:36])=[N:27][CH:26]=3)=[CH:21][CH:20]=2)O1.C(=O)([O-])[O-].[K+].[K+]. The catalyst is O.C(COC)OC.[Pd].C1(P(C2C=CC=CC=2)C2C=CC=CC=2)C=CC=CC=1.C1(P(C2C=CC=CC=2)C2C=CC=CC=2)C=CC=CC=1.C1(P(C2C=CC=CC=2)C2C=CC=CC=2)C=CC=CC=1.C1(P(C2C=CC=CC=2)C2C=CC=CC=2)C=CC=CC=1. The product is [Br:1][C:2]1[CH:3]=[CH:4][C:5]2[CH:9]=[C:8]([C:19]3[CH:20]=[CH:21][C:22]([C:25]4[NH:29][C:28]([C@@H:30]5[CH2:34][CH2:33][CH2:32][N:31]5[C:35]([O:37][C:38]([CH3:41])([CH3:40])[CH3:39])=[O:36])=[N:27][CH:26]=4)=[CH:23][CH:24]=3)[S:7][C:6]=2[CH:10]=1. The yield is 0.360. (3) The reactants are C(OC([NH:8][C:9]1[CH:10]=[C:11]([C:19]2[O:23][N:22]=[C:21]([C:24]3[CH:32]=[CH:31][CH:30]=[C:29]4[C:25]=3[CH2:26][CH2:27][N:28]4[CH2:33][C:34]3([NH:42]C(=O)OC(C)(C)C)[CH2:39][O:38]C(C)(C)[O:36][CH2:35]3)[N:20]=2)[CH:12]=[CH:13][C:14]=1[O:15][CH2:16][CH2:17][CH3:18])=O)(C)(C)C.C(OC1C=C(C2ON=C(C3C=CC=C4C=3CCN4CC3(NC(=O)OC(C)(C)C)COC(C)(C)OC3)N=2)C=CC=1OCC)C. No catalyst specified. The product is [NH2:42][C:34]([CH2:33][N:28]1[C:29]2[C:25](=[C:24]([C:21]3[N:20]=[C:19]([C:11]4[CH:12]=[CH:13][C:14]([O:15][CH2:16][CH2:17][CH3:18])=[C:9]([NH2:8])[CH:10]=4)[O:23][N:22]=3)[CH:32]=[CH:31][CH:30]=2)[CH2:26][CH2:27]1)([CH2:35][OH:36])[CH2:39][OH:38]. The yield is 0.700. (4) The reactants are S(=O)(=O)(O)O.[NH2:6][C:7]1[CH:15]=[CH:14][C:10]([C:11]([OH:13])=[O:12])=[CH:9][CH:8]=1.[CH3:16]O. No catalyst specified. The product is [CH3:16][O:12][C:11](=[O:13])[C:10]1[CH:14]=[CH:15][C:7]([NH2:6])=[CH:8][CH:9]=1. The yield is 0.960. (5) The reactants are [C:1]([C:4]1[C:9]([NH:10][C:11]([C:13]2[S:14][CH:15]=[C:16]([CH:18]3[CH2:20][CH2:19]3)[N:17]=2)=O)=[C:8]([Cl:21])[C:7]([O:22][CH3:23])=[CH:6][CH:5]=1)(=[O:3])[CH3:2].C(C1N=C(C2C=C(O)C3C(=CC(OC)=CC=3)N=2)SC=1)(C)C. No catalyst specified. The product is [Cl:21][C:8]1[C:7]([O:22][CH3:23])=[CH:6][CH:5]=[C:4]2[C:9]=1[N:10]=[C:11]([C:13]1[S:14][CH:15]=[C:16]([CH:18]3[CH2:20][CH2:19]3)[N:17]=1)[CH:2]=[C:1]2[OH:3]. The yield is 0.840. (6) The reactants are [F:1][C:2]1([F:9])[CH2:7][CH2:6][CH:5]([NH2:8])[CH2:4][CH2:3]1.C[Al](C)C.[Cl:14][C:15]1[CH:20]=[CH:19][C:18]([C:21]2[N:22]=[C:23]([CH2:39][N:40]3[N:44]=[N:43][CH:42]=[N:41]3)[C:24]([C:34](OCC)=[O:35])=[N:25][C:26]=2[C:27]2[CH:32]=[CH:31][C:30]([Cl:33])=[CH:29][CH:28]=2)=[CH:17][CH:16]=1. The catalyst is ClCCl. The product is [Cl:14][C:15]1[CH:16]=[CH:17][C:18]([C:21]2[N:22]=[C:23]([CH2:39][N:40]3[N:44]=[N:43][CH:42]=[N:41]3)[C:24]([C:34]([NH:8][CH:5]3[CH2:6][CH2:7][C:2]([F:9])([F:1])[CH2:3][CH2:4]3)=[O:35])=[N:25][C:26]=2[C:27]2[CH:28]=[CH:29][C:30]([Cl:33])=[CH:31][CH:32]=2)=[CH:19][CH:20]=1. The yield is 0.890. (7) The reactants are [CH:1]1([CH:4]=[CH:5][C:6]([C:8]2[CH:13]=[CH:12][C:11]([O:14][CH3:15])=[CH:10][C:9]=2[OH:16])=[O:7])[CH2:3][CH2:2]1.Cl. The catalyst is C(O)C.O. The product is [CH:1]1([CH:4]2[CH2:5][C:6](=[O:7])[C:8]3[C:9](=[CH:10][C:11]([O:14][CH3:15])=[CH:12][CH:13]=3)[O:16]2)[CH2:3][CH2:2]1. The yield is 0.700. (8) The catalyst is CC(C)=O. The yield is 0.770. The reactants are [CH3:1][N:2]1[CH2:6][CH2:5][NH:4][C:3]1=[S:7].[CH3:8][I:9]. The product is [IH:9].[CH3:1][N:2]1[CH2:6][CH2:5][N:4]=[C:3]1[S:7][CH3:8]. (9) The reactants are Cl.[NH2:2][C:3]1[C:12]2[N:13]=[C:14]([CH2:38][CH2:39][O:40][CH3:41])[N:15]([CH2:16][CH2:17][CH2:18][N:19]([CH2:24][C:25]3[CH:26]=[C:27]([CH:35]=[CH:36][CH:37]=3)[O:28][CH2:29][C:30]([O:32][CH2:33][CH3:34])=[O:31])[C:20](=[O:23])[CH2:21]Cl)[C:11]=2[C:10]2[CH:9]=[CH:8][CH:7]=[CH:6][C:5]=2[N:4]=1.[NH:42]1[CH2:47][CH2:46][CH2:45][CH2:44][CH2:43]1. No catalyst specified. The product is [NH2:2][C:3]1[C:12]2[N:13]=[C:14]([CH2:38][CH2:39][O:40][CH3:41])[N:15]([CH2:16][CH2:17][CH2:18][N:19]([CH2:24][C:25]3[CH:26]=[C:27]([CH:35]=[CH:36][CH:37]=3)[O:28][CH2:29][C:30]([O:32][CH2:33][CH3:34])=[O:31])[C:20](=[O:23])[CH2:21][N:42]3[CH2:47][CH2:46][CH2:45][CH2:44][CH2:43]3)[C:11]=2[C:10]2[CH:9]=[CH:8][CH:7]=[CH:6][C:5]=2[N:4]=1. The yield is 0.880. (10) The reactants are Cl[C:2](Cl)([O:4]C(=O)OC(Cl)(Cl)Cl)Cl.[CH2:13]([C:15]1([C:26]2[CH:31]=[CH:30][CH:29]=[CH:28][N:27]=2)[NH:20][C:19]2=[C:21]([NH2:25])[CH:22]=[CH:23][CH:24]=[C:18]2[O:17][CH2:16]1)[CH3:14]. The catalyst is O1CCCC1.C(N(CC)C(C)C)(C)C. The product is [CH2:13]([C:15]1([C:26]2[CH:31]=[CH:30][CH:29]=[CH:28][N:27]=2)[N:20]2[C:2](=[O:4])[NH:25][C:21]3=[CH:22][CH:23]=[CH:24][C:18](=[C:19]23)[O:17][CH2:16]1)[CH3:14]. The yield is 0.600.